From a dataset of Reaction yield outcomes from USPTO patents with 853,638 reactions. Predict the reaction yield, written as a fraction of the theoretical maximum amount of product (1.0 means a 100% yield; for example, 0.34 means a 34% yield). The reactants are [F:1][C:2]1[CH:7]=[CH:6][C:5]([C:8](=O)[C:9]([O:11]C)=O)=[CH:4][CH:3]=1.[NH2:14][NH:15][C:16]([NH2:18])=[S:17].[OH-].[K+].[CH3:21]I. The catalyst is O.CO. The product is [F:1][C:2]1[CH:7]=[CH:6][C:5]([C:8]2[C:9](=[O:11])[NH:18][C:16]([S:17][CH3:21])=[N:15][N:14]=2)=[CH:4][CH:3]=1. The yield is 0.770.